This data is from CYP3A4 inhibition data for predicting drug metabolism from PubChem BioAssay. The task is: Regression/Classification. Given a drug SMILES string, predict its absorption, distribution, metabolism, or excretion properties. Task type varies by dataset: regression for continuous measurements (e.g., permeability, clearance, half-life) or binary classification for categorical outcomes (e.g., BBB penetration, CYP inhibition). Dataset: cyp3a4_veith. (1) The drug is O=C(CSc1ccc(Cl)cc1)Nc1ccc(N2CCN(c3ccccc3)CC2)c(F)c1. The result is 0 (non-inhibitor). (2) The compound is CCN(CCCNC(=O)C1CCN(S(=O)(=O)CC)CC1)c1cccc(C)c1. The result is 1 (inhibitor). (3) The drug is CCOC(=O)N(c1ccccc1)P1(=S)OCCO1. The result is 0 (non-inhibitor). (4) The compound is COc1ccccc1-c1cncnc1N1CCN(C)CC1. The result is 1 (inhibitor). (5) The compound is COc1ccc(CNCCC(c2ccc(OC(C)C)cc2)C(C)C)cc1OC. The result is 1 (inhibitor). (6) The molecule is CS/C(N)=N/N=C/c1ccc([N+](=O)[O-])cc1.I. The result is 0 (non-inhibitor).